The task is: Predict the reaction yield, written as a fraction of the theoretical maximum amount of product (1.0 means a 100% yield; for example, 0.34 means a 34% yield).. This data is from Reaction yield outcomes from USPTO patents with 853,638 reactions. (1) The reactants are [Cl:1][C:2]1[CH:7]=[CH:6][C:5]([S:8]([CH:11]([C:18]2[CH:23]=[C:22]([F:24])[CH:21]=[CH:20][C:19]=2[F:25])[CH:12]([CH3:17])[CH2:13][CH2:14][CH2:15]O)(=[O:10])=[O:9])=[CH:4][CH:3]=1.C(C=P(CCCC)(CCCC)CCCC)#N. The catalyst is C1(C)C=CC=CC=1.CCCCCC. The product is [Cl:1][C:2]1[CH:7]=[CH:6][C:5]([S:8]([C:11]2([C:18]3[CH:23]=[C:22]([F:24])[CH:21]=[CH:20][C:19]=3[F:25])[CH2:15][CH2:14][CH2:13][CH:12]2[CH3:17])(=[O:10])=[O:9])=[CH:4][CH:3]=1. The yield is 0.510. (2) The reactants are [F:1][C:2]([F:26])([F:25])[CH:3]([CH2:8][N:9]1[CH2:14][CH2:13][CH2:12][CH:11]([C:15]2[CH:20]=[CH:19][CH:18]=[C:17]([C:21]([F:24])([F:23])[F:22])[CH:16]=2)[CH2:10]1)[CH2:4][C:5]([OH:7])=[O:6].CCN(C(C)C)C(C)C.CN(C=O)C.Br[CH2:42][C:43]([C:45]1[CH:50]=[CH:49][C:48]([Cl:51])=[CH:47][CH:46]=1)=[O:44]. The catalyst is C(OCC)(=O)C. The product is [F:26][C:2]([F:1])([F:25])[CH:3]([CH2:8][N:9]1[CH2:14][CH2:13][CH2:12][CH:11]([C:15]2[CH:20]=[CH:19][CH:18]=[C:17]([C:21]([F:22])([F:23])[F:24])[CH:16]=2)[CH2:10]1)[CH2:4][C:5]([O:7][CH2:42][C:43]([C:45]1[CH:50]=[CH:49][C:48]([Cl:51])=[CH:47][CH:46]=1)=[O:44])=[O:6]. The yield is 0.770. (3) The reactants are [NH2:1][C:2]1[N:3]=[CH:4][C:5]([C:8]([O:10][CH3:11])=[O:9])=[N:6][CH:7]=1.[Br:12]N1C(=O)CCC1=O. The catalyst is C(#N)C. The product is [NH2:1][C:2]1[N:3]=[CH:4][C:5]([C:8]([O:10][CH3:11])=[O:9])=[N:6][C:7]=1[Br:12]. The yield is 0.530. (4) The reactants are [CH3:1][O:2][C:3]([C:5]1[C:6]([C:16]([OH:18])=O)=[N:7][N:8]([C:10]2[CH:15]=[CH:14][CH:13]=[CH:12][CH:11]=2)[N:9]=1)=[O:4].[C:19](N1C=CN=C1)([N:21]1C=CN=[CH:22]1)=O.CNC. The catalyst is CN(C=O)C. The product is [CH3:19][N:21]([CH3:22])[C:16]([C:6]1[C:5]([C:3]([O:2][CH3:1])=[O:4])=[N:9][N:8]([C:10]2[CH:11]=[CH:12][CH:13]=[CH:14][CH:15]=2)[N:7]=1)=[O:18]. The yield is 0.890.